This data is from Forward reaction prediction with 1.9M reactions from USPTO patents (1976-2016). The task is: Predict the product of the given reaction. (1) The product is: [C:2]([O:3][CH2:4][CH2:5]/[CH:6]=[CH:7]\[CH2:8][CH3:10])(=[O:1])[CH3:15]. Given the reactants [O:1]1[C:5]2[CH:6]=[CH:7][C:8]([CH2:10]C(C)C=O)=C[C:4]=2[O:3][CH2:2]1.[CH2:15](O)C/C=C\CC, predict the reaction product. (2) Given the reactants N(OCCC(C)C)=O.[CH3:9][O:10][C:11]([C:13]1[C:21]2[S:20][C:19](N)=[N:18][C:17]=2[CH:16]=[CH:15][CH:14]=1)=[O:12], predict the reaction product. The product is: [CH3:9][O:10][C:11]([C:13]1[C:21]2[S:20][CH:19]=[N:18][C:17]=2[CH:16]=[CH:15][CH:14]=1)=[O:12]. (3) Given the reactants [F:1][C:2]([C:8]1([OH:21])[O:13][C@@H:12]2[CH2:14][C@@H:15]3[O:19][C:18](=[O:20])[CH2:17][C@@H:16]3[CH:11]2[CH2:10][CH2:9]1)([F:7])[CH2:3][CH2:4][CH2:5][CH3:6].[O:22]1[CH:27]=[CH:26][CH2:25][CH2:24][CH2:23]1.C(=O)(O)[O-].[Na+], predict the reaction product. The product is: [F:7][C:2]([F:1])([CH2:3][CH2:4][CH2:5][CH3:6])[C:8](=[O:21])[CH2:9][CH2:10][C@@H:11]1[C@@H:16]2[C@@H:15]([O:19][C:18](=[O:20])[CH2:17]2)[CH2:14][C@H:12]1[O:13][CH:23]1[CH2:24][CH2:25][CH2:26][CH2:27][O:22]1. (4) Given the reactants [C:1]([O:5][C:6](=[O:22])[NH:7][CH2:8][C:9]#[C:10][C:11]1[CH:16]=[CH:15][C:14]([O:17][C:18]([F:21])([F:20])[F:19])=[CH:13][CH:12]=1)([CH3:4])([CH3:3])[CH3:2].I[CH3:24].[H-].[Na+], predict the reaction product. The product is: [C:1]([O:5][C:6](=[O:22])[N:7]([CH3:24])[CH2:8][C:9]#[C:10][C:11]1[CH:12]=[CH:13][C:14]([O:17][C:18]([F:20])([F:21])[F:19])=[CH:15][CH:16]=1)([CH3:4])([CH3:2])[CH3:3]. (5) Given the reactants [ClH:1].[F:2][C:3]([F:48])([F:47])[C:4]1[CH:5]=[C:6]([C:14]([CH3:46])([CH3:45])[C:15]([N:17]([C:19]2[CH:20]=[N:21][C:22]([N:33]3[C@H:42]([CH2:43][OH:44])[CH2:41][N:40]4[C@H:35]([CH2:36][O:37][CH2:38][CH2:39]4)[CH2:34]3)=[CH:23][C:24]=2[C:25]2[CH:30]=[C:29]([F:31])[CH:28]=[CH:27][C:26]=2[CH3:32])[CH3:18])=[O:16])[CH:7]=[C:8]([C:10]([F:13])([F:12])[F:11])[CH:9]=1, predict the reaction product. The product is: [ClH:1].[F:12][C:10]([F:11])([F:13])[C:8]1[CH:7]=[C:6]([C:14]([CH3:46])([CH3:45])[C:15]([N:17]([C:19]2[CH:20]=[N:21][C:22]([N:33]3[C@H:42]([CH2:43][OH:44])[CH2:41][N:40]4[C@H:35]([CH2:36][O:37][CH2:38][CH2:39]4)[CH2:34]3)=[CH:23][C:24]=2[C:25]2[CH:30]=[C:29]([F:31])[CH:28]=[CH:27][C:26]=2[CH3:32])[CH3:18])=[O:16])[CH:5]=[C:4]([C:3]([F:2])([F:48])[F:47])[CH:9]=1. (6) Given the reactants [CH3:1][C:2]1[C:3]([C:8]2[C:9]([C:15]([OH:17])=O)=[N:10][C:11]([CH3:14])=[CH:12][CH:13]=2)=[N:4][CH:5]=[CH:6][CH:7]=1.[F:18][C:19]1[CH:20]=[N:21][C:22]([O:25][CH2:26][CH:27]2[CH2:32][CH:31]3[NH:33][CH:28]2[CH2:29][CH2:30]3)=[N:23][CH:24]=1, predict the reaction product. The product is: [CH3:1][C:2]1[C:3]([C:8]2[C:9]([C:15]([N:33]3[CH:31]4[CH2:30][CH2:29][CH:28]3[CH:27]([CH2:26][O:25][C:22]3[N:21]=[CH:20][C:19]([F:18])=[CH:24][N:23]=3)[CH2:32]4)=[O:17])=[N:10][C:11]([CH3:14])=[CH:12][CH:13]=2)=[N:4][CH:5]=[CH:6][CH:7]=1. (7) The product is: [C:1]([O:5][C:6]([NH:8][CH2:9][CH2:10][CH:11]1[CH2:12][N:13]([C:28](=[NH:26])[NH:29][C:30]([O:32][CH2:33][C:34]2[CH:35]=[CH:36][CH:37]=[CH:38][CH:39]=2)=[O:31])[CH2:14]1)=[O:7])([CH3:4])([CH3:2])[CH3:3]. Given the reactants [C:1]([O:5][C:6]([NH:8][CH2:9][CH2:10][CH:11]1[CH2:14][NH:13][CH2:12]1)=[O:7])([CH3:4])([CH3:3])[CH3:2].C(OC(NCC1C[N:26]([C:28](=N)[NH:29][C:30]([O:32][CH2:33][C:34]2[CH:39]=[CH:38][CH:37]=[CH:36][CH:35]=2)=[O:31])C1)=O)(C)(C)C, predict the reaction product. (8) Given the reactants [C:1]([O:5][C:6]([NH:8][C@@H:9]([CH:13]([CH3:15])[CH3:14])[C:10]([OH:12])=[O:11])=[O:7])([CH3:4])([CH3:3])[CH3:2].C([O-])(O)=O.[Na+].[CH2:21](Cl)[Cl:22], predict the reaction product. The product is: [Cl:22][CH2:21][O:11][C:10](=[O:12])[C@@H:9]([NH:8][C:6]([O:5][C:1]([CH3:4])([CH3:3])[CH3:2])=[O:7])[CH:13]([CH3:15])[CH3:14].